From a dataset of Forward reaction prediction with 1.9M reactions from USPTO patents (1976-2016). Predict the product of the given reaction. Given the reactants [Cl:1][C:2]1[CH:13]=[C:12]([Cl:14])[CH:11]=[CH:10][C:3]=1[CH:4]=[C:5]([C:8]#[N:9])[C:6]#[N:7].O1CCCC1.[BH4-].[Na+], predict the reaction product. The product is: [Cl:1][C:2]1[CH:13]=[C:12]([Cl:14])[CH:11]=[CH:10][C:3]=1[CH2:4][CH:5]([C:6]#[N:7])[C:8]#[N:9].